From a dataset of Reaction yield outcomes from USPTO patents with 853,638 reactions. Predict the reaction yield, written as a fraction of the theoretical maximum amount of product (1.0 means a 100% yield; for example, 0.34 means a 34% yield). (1) The reactants are [Cl:1][C:2]1[N:3]=[C:4]([C:9]([NH:11][C@H:12]2[CH2:17][CH2:16][N:15]([C:18]3[O:19][CH:20]=[C:21]([C:23]([O:25]CC)=[O:24])[N:22]=3)[CH2:14][C@H:13]2[O:28][CH3:29])=[O:10])[NH:5][C:6]=1[CH2:7][CH3:8].[OH-].[Li+]. The catalyst is CO. The product is [Cl:1][C:2]1[N:3]=[C:4]([C:9]([NH:11][C@H:12]2[CH2:17][CH2:16][N:15]([C:18]3[O:19][CH:20]=[C:21]([C:23]([OH:25])=[O:24])[N:22]=3)[CH2:14][C@H:13]2[O:28][CH3:29])=[O:10])[NH:5][C:6]=1[CH2:7][CH3:8]. The yield is 0.430. (2) The yield is 0.504. The catalyst is O1CCOCC1. The reactants are C(OC(=O)[NH:7][C:8]1[C:12]([CH3:13])=[C:11]([C:14]([CH3:17])([CH3:16])[CH3:15])[O:10][N:9]=1)(C)(C)C.[C:19]([C:23]1[O:27][N:26]=[C:25]([N:28](C)[C:29](=O)OC(C)(C)C)[CH:24]=1)([CH3:22])([CH3:21])[CH3:20].Cl.C(=O)(O)[O-].[Na+]. The product is [C:14]([C:11]1[O:10][N:9]=[C:8]([NH2:7])[C:12]=1[CH3:13])([CH3:17])([CH3:16])[CH3:15].[C:19]([C:23]1[O:27][N:26]=[C:25]([NH:28][CH3:29])[CH:24]=1)([CH3:22])([CH3:20])[CH3:21].